From a dataset of Reaction yield outcomes from USPTO patents with 853,638 reactions. Predict the reaction yield, written as a fraction of the theoretical maximum amount of product (1.0 means a 100% yield; for example, 0.34 means a 34% yield). (1) The product is [N:17]1([CH2:16][CH2:15][CH2:14][N:10]2[C:11]3[C:6](=[CH:5][C:4]([NH2:1])=[CH:13][CH:12]=3)[CH2:7][CH2:8][CH2:9]2)[CH2:21][CH2:20][CH2:19][CH2:18]1. The catalyst is C(O)C.O1CCCC1.[Pd]. The yield is 0.980. The reactants are [N+:1]([C:4]1[CH:5]=[C:6]2[C:11](=[CH:12][CH:13]=1)[N:10]([CH2:14][CH2:15][CH2:16][N:17]1[CH2:21][CH2:20][CH2:19][CH2:18]1)[CH2:9][CH2:8][CH2:7]2)([O-])=O. (2) The reactants are [CH:1]1([C:4]([N:6](C)C)=[CH2:5])[CH2:3][CH2:2]1.[F:9][C:10]([F:23])([F:22])[C:11]1[CH:21]=[CH:20][CH:19]=[CH:18][C:12]=1[C:13]([N:15]=[C:16]=[O:17])=O.C([O-])(=O)C.[NH4+].C(O)(=O)C. The catalyst is O1CCCC1.O. The product is [CH:1]1([C:4]2[N:6]=[C:13]([C:12]3[CH:18]=[CH:19][CH:20]=[CH:21][C:11]=3[C:10]([F:23])([F:22])[F:9])[NH:15][C:16](=[O:17])[CH:5]=2)[CH2:3][CH2:2]1. The yield is 0.560. (3) The reactants are Br[C:2]1[CH:3]=[C:4]([CH2:8][C:9]#[N:10])[CH:5]=[CH:6][CH:7]=1.C[O-].C([Sn+](CCCC)CCCC)CCC.C([O:29][C:30]([CH3:32])=[CH2:31])(=O)C.[F-].[K+]. The catalyst is C1(C)C=CC=CC=1.O.[Cl-].[Na+].O.C1C=CC(/C=C/C(/C=C/C2C=CC=CC=2)=O)=CC=1.C1C=CC(/C=C/C(/C=C/C2C=CC=CC=2)=O)=CC=1.C1C=CC(/C=C/C(/C=C/C2C=CC=CC=2)=O)=CC=1.[Pd].[Pd].C1(P(C2CCCCC2)C2C=CC=CC=2C2C=CC=CC=2N(C)C)CCCCC1.CCOC(C)=O. The product is [O:29]=[C:30]([CH3:32])[CH2:31][C:2]1[CH:3]=[C:4]([CH2:8][C:9]#[N:10])[CH:5]=[CH:6][CH:7]=1. The yield is 0.690. (4) The reactants are [F:1][C:2]([F:24])([F:23])[C:3]1[CH:4]=[C:5]([C:13]2[N:17]=[CH:16][N:15](/[CH:18]=[CH:19]\[C:20](O)=[O:21])[N:14]=2)[CH:6]=[C:7]([C:9]([F:12])([F:11])[F:10])[CH:8]=1.[CH:25]1([NH:28][C:29]([NH:31][NH2:32])=[S:30])[CH2:27][CH2:26]1.C(P1(=O)OP(CCC)(=O)OP(CCC)(=O)O1)CC.CCN(C(C)C)C(C)C. The catalyst is CCOC(C)=O.CCO. The product is [F:12][C:9]([F:11])([F:10])[C:7]1[CH:6]=[C:5]([C:13]2[N:17]=[CH:16][N:15](/[CH:18]=[CH:19]\[C:20]([NH:32][NH:31][C:29](=[S:30])[NH:28][CH:25]3[CH2:27][CH2:26]3)=[O:21])[N:14]=2)[CH:4]=[C:3]([C:2]([F:24])([F:1])[F:23])[CH:8]=1. The yield is 0.0900.